Task: Predict the reaction yield, written as a fraction of the theoretical maximum amount of product (1.0 means a 100% yield; for example, 0.34 means a 34% yield).. Dataset: Reaction yield outcomes from USPTO patents with 853,638 reactions (1) The reactants are [Cl:1][C:2]1[N:7]=[C:6]([C:8]([C:10]2[C:11](F)=[N:12][CH:13]=[CH:14][CH:15]=2)=[O:9])[C:5]([C:17]([F:20])([F:19])[F:18])=[CH:4][CH:3]=1.[OH-].[NH4+:22]. No catalyst specified. The product is [NH2:22][C:11]1[C:10]([C:8]([C:6]2[C:5]([C:17]([F:20])([F:19])[F:18])=[CH:4][CH:3]=[C:2]([Cl:1])[N:7]=2)=[O:9])=[CH:15][CH:14]=[CH:13][N:12]=1. The yield is 0.940. (2) The reactants are Br[C:2]1[CH:3]=[C:4]([CH:8]=[C:9]([C:11]#[N:12])[CH:10]=1)[C:5]([OH:7])=[O:6].[F:13][C:14]1[CH:15]=[C:16](B(O)O)[CH:17]=[CH:18][CH:19]=1.C([O-])([O-])=O.[K+].[K+].Cl. The catalyst is CN(C=O)C.C1C=CC([P]([Pd]([P](C2C=CC=CC=2)(C2C=CC=CC=2)C2C=CC=CC=2)([P](C2C=CC=CC=2)(C2C=CC=CC=2)C2C=CC=CC=2)[P](C2C=CC=CC=2)(C2C=CC=CC=2)C2C=CC=CC=2)(C2C=CC=CC=2)C2C=CC=CC=2)=CC=1.CCOC(C)=O.O. The product is [C:11]([C:9]1[CH:8]=[C:4]([CH:3]=[C:2]([C:18]2[CH:17]=[CH:16][CH:15]=[C:14]([F:13])[CH:19]=2)[CH:10]=1)[C:5]([OH:7])=[O:6])#[N:12]. The yield is 0.560.